This data is from Full USPTO retrosynthesis dataset with 1.9M reactions from patents (1976-2016). The task is: Predict the reactants needed to synthesize the given product. (1) The reactants are: Br[C:2]1[CH:6]=[C:5]([Si:7]([CH3:10])([CH3:9])[CH3:8])[S:4][C:3]=1[C:11]1[S:12][C:13]([Si:17]([CH3:20])([CH3:19])[CH3:18])=[CH:14][C:15]=1Br.C([Li])CCC.CN(C)[C:28](Cl)=[O:29].[NH4+].[Cl-]. Given the product [CH3:8][Si:7]([CH3:10])([CH3:9])[C:5]1[S:4][C:3]2[C:11]3[S:12][C:13]([Si:17]([CH3:20])([CH3:19])[CH3:18])=[CH:14][C:15]=3[C:28](=[O:29])[C:2]=2[CH:6]=1, predict the reactants needed to synthesize it. (2) Given the product [O:19]1[CH2:20][CH2:21][N:16]([C:5]2[C:4]([NH2:1])=[CH:9][C:8]([N:10]3[CH2:15][CH2:14][S:13][CH2:12][CH2:11]3)=[CH:7][N:6]=2)[CH2:17][CH2:18]1, predict the reactants needed to synthesize it. The reactants are: [N+:1]([C:4]1[C:5]([N:16]2[CH2:21][CH2:20][O:19][CH2:18][CH2:17]2)=[N:6][CH:7]=[C:8]([N:10]2[CH2:15][CH2:14][S:13][CH2:12][CH2:11]2)[CH:9]=1)([O-])=O. (3) Given the product [Br:1][C:2]1[CH:10]=[C:9]2[C:5]([CH2:6][N:7]([CH2:12][C:13]3[CH:18]=[CH:17][C:16]([O:19][CH3:20])=[CH:15][CH:14]=3)[CH2:8]2)=[CH:4][C:3]=1[CH2:22][OH:23], predict the reactants needed to synthesize it. The reactants are: [Br:1][C:2]1[CH:10]=[C:9]2[C:5]([C:6](=O)[N:7]([CH2:12][C:13]3[CH:18]=[CH:17][C:16]([O:19][CH3:20])=[CH:15][CH:14]=3)[C:8]2=O)=[CH:4][C:3]=1[C:22](OCC1C=CC(OC)=CC=1)=[O:23].B.C1COCC1.CO. (4) Given the product [CH:11]([O:1][CH2:2][CH:3]1[NH:8][C:7](=[O:9])[CH2:6][CH2:5][CH2:4]1)([CH3:13])[CH3:12], predict the reactants needed to synthesize it. The reactants are: [OH:1][CH2:2][CH:3]1[NH:8][C:7](=[O:9])[CH2:6][CH2:5][CH2:4]1.I[CH:11]([CH3:13])[CH3:12].[H-].[Na+]. (5) The reactants are: [NH2:1][C:2]1[C:3]([C:9]([O:11]CC)=[O:10])=[N:4][C:5]([Cl:8])=[N:6][CH:7]=1.O.[OH-].[Li+].Cl. Given the product [NH2:1][C:2]1[C:3]([C:9]([OH:11])=[O:10])=[N:4][C:5]([Cl:8])=[N:6][CH:7]=1, predict the reactants needed to synthesize it.